Dataset: NCI-60 drug combinations with 297,098 pairs across 59 cell lines. Task: Regression. Given two drug SMILES strings and cell line genomic features, predict the synergy score measuring deviation from expected non-interaction effect. (1) Drug 1: CC1=C2C(C(=O)C3(C(CC4C(C3C(C(C2(C)C)(CC1OC(=O)C(C(C5=CC=CC=C5)NC(=O)C6=CC=CC=C6)O)O)OC(=O)C7=CC=CC=C7)(CO4)OC(=O)C)O)C)OC(=O)C. Drug 2: C(CN)CNCCSP(=O)(O)O. Cell line: HCT-15. Synergy scores: CSS=11.4, Synergy_ZIP=1.81, Synergy_Bliss=4.59, Synergy_Loewe=0.390, Synergy_HSA=4.58. (2) Drug 1: CCCS(=O)(=O)NC1=C(C(=C(C=C1)F)C(=O)C2=CNC3=C2C=C(C=N3)C4=CC=C(C=C4)Cl)F. Drug 2: N.N.Cl[Pt+2]Cl. Cell line: UO-31. Synergy scores: CSS=15.4, Synergy_ZIP=0.358, Synergy_Bliss=4.54, Synergy_Loewe=4.74, Synergy_HSA=5.32. (3) Drug 1: C1CCC(CC1)NC(=O)N(CCCl)N=O. Drug 2: CC1=C(C(CCC1)(C)C)C=CC(=CC=CC(=CC(=O)O)C)C. Cell line: RXF 393. Synergy scores: CSS=15.0, Synergy_ZIP=-1.03, Synergy_Bliss=0.943, Synergy_Loewe=2.49, Synergy_HSA=2.61. (4) Drug 1: C1CN1P(=S)(N2CC2)N3CC3. Drug 2: CC12CCC3C(C1CCC2O)C(CC4=C3C=CC(=C4)O)CCCCCCCCCS(=O)CCCC(C(F)(F)F)(F)F. Cell line: M14. Synergy scores: CSS=7.21, Synergy_ZIP=-1.32, Synergy_Bliss=0.356, Synergy_Loewe=-6.10, Synergy_HSA=-5.09. (5) Drug 1: CNC(=O)C1=NC=CC(=C1)OC2=CC=C(C=C2)NC(=O)NC3=CC(=C(C=C3)Cl)C(F)(F)F. Drug 2: CC1CCCC2(C(O2)CC(NC(=O)CC(C(C(=O)C(C1O)C)(C)C)O)C(=CC3=CSC(=N3)C)C)C. Cell line: SK-MEL-28. Synergy scores: CSS=37.5, Synergy_ZIP=5.04, Synergy_Bliss=5.17, Synergy_Loewe=-15.2, Synergy_HSA=6.96. (6) Drug 1: COC1=NC(=NC2=C1N=CN2C3C(C(C(O3)CO)O)O)N. Cell line: HCC-2998. Drug 2: CC1CCC2CC(C(=CC=CC=CC(CC(C(=O)C(C(C(=CC(C(=O)CC(OC(=O)C3CCCCN3C(=O)C(=O)C1(O2)O)C(C)CC4CCC(C(C4)OC)O)C)C)O)OC)C)C)C)OC. Synergy scores: CSS=-4.93, Synergy_ZIP=3.24, Synergy_Bliss=1.94, Synergy_Loewe=-1.46, Synergy_HSA=-3.21.